Dataset: Peptide-MHC class II binding affinity with 134,281 pairs from IEDB. Task: Regression. Given a peptide amino acid sequence and an MHC pseudo amino acid sequence, predict their binding affinity value. This is MHC class II binding data. (1) The peptide sequence is EEFVSLASRFLVEED. The MHC is HLA-DQA10501-DQB10301 with pseudo-sequence HLA-DQA10501-DQB10301. The binding affinity (normalized) is 0.345. (2) The peptide sequence is SVEESEMFMPRSIGG. The MHC is DRB1_0404 with pseudo-sequence DRB1_0404. The binding affinity (normalized) is 0. (3) The peptide sequence is MLHWSLILPGIKAQQ. The MHC is DRB1_1301 with pseudo-sequence DRB1_1301. The binding affinity (normalized) is 0.537. (4) The peptide sequence is LNKMRAVWVDGKART. The MHC is HLA-DQA10101-DQB10501 with pseudo-sequence HLA-DQA10101-DQB10501. The binding affinity (normalized) is 0.252. (5) The peptide sequence is GELQIVDKIRAAFKI. The MHC is DRB1_1302 with pseudo-sequence DRB1_1302. The binding affinity (normalized) is 0.663. (6) The peptide sequence is AAATAGTTKYGAFAA. The MHC is HLA-DPA10103-DPB10601 with pseudo-sequence HLA-DPA10103-DPB10601. The binding affinity (normalized) is 0.0883.